From a dataset of Forward reaction prediction with 1.9M reactions from USPTO patents (1976-2016). Predict the product of the given reaction. (1) Given the reactants [F:1][C:2]1([F:38])[CH2:5][C:4]([NH:30]C(=O)OC(C)(C)C)([C:6]2[O:10][N:9]=[C:8]([C:11]3[CH:16]=[CH:15][C:14]([CH3:17])=[C:13]([NH:18][C:19]([C:21]4[N:25]5[CH:26]=[CH:27][CH:28]=[CH:29][C:24]5=[N:23][CH:22]=4)=[O:20])[CH:12]=3)[N:7]=2)[CH2:3]1.[ClH:39], predict the reaction product. The product is: [ClH:39].[NH2:30][C:4]1([C:6]2[O:10][N:9]=[C:8]([C:11]3[CH:16]=[CH:15][C:14]([CH3:17])=[C:13]([NH:18][C:19]([C:21]4[N:25]5[CH:26]=[CH:27][CH:28]=[CH:29][C:24]5=[N:23][CH:22]=4)=[O:20])[CH:12]=3)[N:7]=2)[CH2:5][C:2]([F:38])([F:1])[CH2:3]1. (2) Given the reactants [CH3:1][N:2]1[C:10]2[C:5](=[CH:6][CH:7]=[C:8]([CH3:11])[CH:9]=2)[C:4]([C:12]2[N:17]=[C:16]3[C:18]([C:29]([O:31]C)=[O:30])=[CH:19][N:20](COC(=O)C(C)(C)C)[C:15]3=[N:14][CH:13]=2)=[N:3]1.[OH-].[K+], predict the reaction product. The product is: [CH3:1][N:2]1[C:10]2[C:5](=[CH:6][CH:7]=[C:8]([CH3:11])[CH:9]=2)[C:4]([C:12]2[N:17]=[C:16]3[C:18]([C:29]([OH:31])=[O:30])=[CH:19][NH:20][C:15]3=[N:14][CH:13]=2)=[N:3]1. (3) Given the reactants [H-].[Na+].[CH2:3]([O:6][CH2:7][CH:8]([OH:11])[CH2:9][OH:10])[CH:4]=[CH2:5].CS(O[CH2:17][CH2:18][CH2:19][CH2:20][CH2:21][CH2:22][CH2:23][CH2:24]/[CH:25]=[CH:26]\[CH2:27]/[CH:28]=[CH:29]\[CH2:30][CH2:31][CH2:32][CH2:33][CH3:34])(=O)=O, predict the reaction product. The product is: [CH2:3]([O:6][CH2:7][CH:8]([O:11][CH2:17][CH2:18][CH2:19][CH2:20][CH2:21][CH2:22][CH2:23][CH2:24]/[CH:25]=[CH:26]\[CH2:27]/[CH:28]=[CH:29]\[CH2:30][CH2:31][CH2:32][CH2:33][CH3:34])[CH2:9][O:10][CH2:34][CH:33]=[CH2:32])[CH2:4][CH2:5][CH2:17][CH2:18][CH2:19][CH2:20][CH2:21]/[CH:22]=[CH:23]\[CH2:24]/[CH:25]=[CH:26]\[CH2:27][CH2:28][CH2:29][CH2:30][CH3:31]. (4) Given the reactants [Cl:1][C:2]1[N:3]=[C:4]([N:19]2[CH2:24][CH2:23][O:22][CH2:21][CH2:20]2)[C:5]2[S:10][C:9]([C:11]#[C:12][CH2:13]OS(C)(=O)=O)=[CH:8][C:6]=2[N:7]=1.C(=O)([O-])[O-].[K+].[K+].[CH3:31][N:32]1[CH2:37][CH2:36][NH:35][CH2:34][CH2:33]1.C(#N)C, predict the reaction product. The product is: [Cl:1][C:2]1[N:3]=[C:4]([N:19]2[CH2:24][CH2:23][O:22][CH2:21][CH2:20]2)[C:5]2[S:10][C:9]([C:11]#[C:12][CH2:13][N:35]3[CH2:36][CH2:37][N:32]([CH3:31])[CH2:33][CH2:34]3)=[CH:8][C:6]=2[N:7]=1. (5) The product is: [Cl:1][C:2]1[N:10]=[CH:9][C:8]([Cl:11])=[CH:7][C:3]=1[C:4]([O:6][CH2:12][CH3:13])=[O:5]. Given the reactants [Cl:1][C:2]1[N:10]=[CH:9][C:8]([Cl:11])=[CH:7][C:3]=1[C:4]([OH:6])=[O:5].[CH2:12](O)[CH3:13].S(=O)(=O)(O)O.C(=O)(O)[O-].[Na+], predict the reaction product. (6) Given the reactants [Br:1][C:2]1[CH:3]=[CH:4][C:5]([Cl:9])=[C:6]([OH:8])[CH:7]=1.C([O-])([O-])=O.[K+].[K+].Br[CH2:17][CH2:18][O:19][CH3:20], predict the reaction product. The product is: [Br:1][C:2]1[CH:3]=[CH:4][C:5]([Cl:9])=[C:6]([O:8][CH2:17][CH2:18][O:19][CH3:20])[CH:7]=1.